This data is from Experimentally validated miRNA-target interactions with 360,000+ pairs, plus equal number of negative samples. The task is: Binary Classification. Given a miRNA mature sequence and a target amino acid sequence, predict their likelihood of interaction. (1) The miRNA is cel-miR-67-3p with sequence UCACAACCUCCUAGAAAGAGUAGA. The protein sequence of the target gene is MAASRRLMKELEEIRKCGMKNFRNIQVDEANLLTWQGLIVPDNPPYDKGAFRIEINFPAEYPFKPPKITFKTKIYHPNIDEKGQVCLPVISAENWKPATKTDQVIQSLIALVNDPQPEHPLRADLAEEYSKDRKKFCKNAEEFTKKYGEKRPVD. Result: 0 (no interaction). (2) The miRNA is hsa-miR-218-5p with sequence UUGUGCUUGAUCUAACCAUGU. The protein sequence of the target gene is MTRCPAGQAEVEMAELYVKPGNKERGWNDPPQFSYGLQTQAGGPRRSLLTKRVAAPQDGSPRVPASETSPGPPPMGPPPPSSKAPRSPPVGSGPASGVEPTSFPVESEAVMEDVLRPLEQALEDCRGHTRKQVCDDISRRLALLQEQWAGGKLSIPVKKRMALLVQELSSHRWDAADDIHRSLMVDHVTEVSQWMVGVKRLIAEKRSLFSEEAANEEKSAATAEKNHTIPGFQQAS. Result: 1 (interaction).